This data is from Full USPTO retrosynthesis dataset with 1.9M reactions from patents (1976-2016). The task is: Predict the reactants needed to synthesize the given product. (1) Given the product [CH:17]1([CH:13]([N:11]2[CH:12]=[C:8]([C:6]3[CH:5]=[CH:4][N:3]=[C:2]([NH:34][C:33]4[CH:35]=[CH:36][C:30]([O:29][CH2:28][CH2:27][N:22]5[CH2:26][CH2:25][CH2:24][CH2:23]5)=[CH:31][CH:32]=4)[N:7]=3)[CH:9]=[N:10]2)[CH2:14][C:15]#[N:16])[CH2:21][CH2:20][CH2:19][CH2:18]1, predict the reactants needed to synthesize it. The reactants are: Cl[C:2]1[N:7]=[C:6]([C:8]2[CH:9]=[N:10][N:11]([CH:13]([CH:17]3[CH2:21][CH2:20][CH2:19][CH2:18]3)[CH2:14][C:15]#[N:16])[CH:12]=2)[CH:5]=[CH:4][N:3]=1.[N:22]1([CH2:27][CH2:28][O:29][C:30]2[CH:36]=[CH:35][C:33]([NH2:34])=[CH:32][CH:31]=2)[CH2:26][CH2:25][CH2:24][CH2:23]1.C(O)(=O)C. (2) Given the product [Cl:1][C:2]1[C:7]([Cl:8])=[CH:6][CH:5]=[CH:4][C:3]=1[S:9]([N:12]([CH3:21])[CH2:13][CH2:14][N:15]1[CH2:19][CH2:18][NH:17][C:16]1=[O:20])(=[O:11])=[O:10], predict the reactants needed to synthesize it. The reactants are: [Cl:1][C:2]1[C:7]([Cl:8])=[CH:6][CH:5]=[CH:4][C:3]=1[S:9]([NH:12][CH2:13][CH2:14][N:15]1[CH2:19][CH2:18][NH:17][C:16]1=[O:20])(=[O:11])=[O:10].[C:21](=O)([O-])[O-].[K+].[K+].S(OC)(OC)(=O)=O. (3) The reactants are: [C:1]([O:5][C:6]([N:8]([C:13]1[CH:14]=[C:15]([C:21]2[CH:22]=[C:23]3[C:32](I)=[CH:31][N:30]([C:34]([O:36][C:37]([CH3:40])([CH3:39])[CH3:38])=[O:35])[C:24]3=[N:25][C:26]=2[CH:27]2[CH2:29][CH2:28]2)[CH:16]=[CH:17][C:18]=1[O:19][CH3:20])[S:9]([CH3:12])(=[O:11])=[O:10])=[O:7])([CH3:4])([CH3:3])[CH3:2].[F:41][C:42]1[CH:43]=[C:44]([CH:62]=[CH:63][CH:64]=1)[CH2:45][N:46]1[C:50]([CH3:51])=[C:49](B2OC(C)(C)C(C)(C)O2)[C:48]([CH3:61])=[N:47]1.C(=O)([O-])[O-].[Na+].[Na+]. Given the product [C:1]([O:5][C:6]([N:8]([C:13]1[CH:14]=[C:15]([C:21]2[CH:22]=[C:23]3[C:32]([C:49]4[C:48]([CH3:61])=[N:47][N:46]([CH2:45][C:44]5[CH:62]=[CH:63][CH:64]=[C:42]([F:41])[CH:43]=5)[C:50]=4[CH3:51])=[CH:31][N:30]([C:34]([O:36][C:37]([CH3:40])([CH3:39])[CH3:38])=[O:35])[C:24]3=[N:25][C:26]=2[CH:27]2[CH2:29][CH2:28]2)[CH:16]=[CH:17][C:18]=1[O:19][CH3:20])[S:9]([CH3:12])(=[O:11])=[O:10])=[O:7])([CH3:4])([CH3:3])[CH3:2], predict the reactants needed to synthesize it. (4) Given the product [Cl:26][C:24]1[N:25]=[C:21]([C@@H:12]([N:11]2[C:10](=[O:35])[C@@H:9]([C:36]3[CH:37]=[CH:38][C:39]([O:42][CH2:43][CH2:44][OH:45])=[CH:40][CH:41]=3)[NH:8][C:7]2=[O:50])[C@H:13]([C:15]2[CH:20]=[CH:19][CH:18]=[CH:17][CH:16]=2)[CH3:14])[NH:22][C:23]=1[C:27]1[CH:32]=[CH:31][C:30]([I:33])=[CH:29][C:28]=1[F:34], predict the reactants needed to synthesize it. The reactants are: Cl.C(O[C:7](=[O:50])[NH:8][C@H:9]([C:36]1[CH:41]=[CH:40][C:39]([O:42][CH2:43][CH2:44][O:45]C(C)(C)C)=[CH:38][CH:37]=1)[C:10](=[O:35])[NH:11][C@H:12]([C:21]1[NH:22][C:23]([C:27]2[CH:32]=[CH:31][C:30]([I:33])=[CH:29][C:28]=2[F:34])=[C:24]([Cl:26])[N:25]=1)[C@H:13]([C:15]1[CH:20]=[CH:19][CH:18]=[CH:17][CH:16]=1)[CH3:14])(C)(C)C.C(N(CC)CC)C.Cl[Si](C)(C)C.O=C(Cl)OC(Cl)(Cl)Cl. (5) The reactants are: [N:1]([C:4]([C:7]1[CH:8]=[CH:9][C:10]2[C:11]3[N:32]=[CH:31][C:30]([C:33]4[N:37]([CH3:38])[N:36]=[N:35][C:34]=4[CH3:39])=[CH:29][C:12]=3[N:13]([CH:16]([C:23]3[CH:28]=[CH:27][CH:26]=[CH:25][CH:24]=3)[CH:17]3[CH2:22][CH2:21][O:20][CH2:19][CH2:18]3)[C:14]=2[CH:15]=1)([CH3:6])[CH3:5])=[N+]=[N-].[H][H]. Given the product [CH3:39][C:34]1[N:35]=[N:36][N:37]([CH3:38])[C:33]=1[C:30]1[CH:31]=[N:32][C:11]2[C:10]3[CH:9]=[CH:8][C:7]([C:4]([NH2:1])([CH3:6])[CH3:5])=[CH:15][C:14]=3[N:13]([CH:16]([CH:17]3[CH2:22][CH2:21][O:20][CH2:19][CH2:18]3)[C:23]3[CH:24]=[CH:25][CH:26]=[CH:27][CH:28]=3)[C:12]=2[CH:29]=1, predict the reactants needed to synthesize it. (6) Given the product [CH3:22][C:10]1[C:11]([O:13][CH2:14][CH2:15][N:16]2[CH2:17][CH2:18][O:19][CH2:20][CH2:21]2)=[CH:12][C:7]([CH3:6])=[C:8]2[C:9]=1[C:25](=[O:30])[C:24](=[O:28])[NH:23]2, predict the reactants needed to synthesize it. The reactants are: OS(O)(=O)=O.[CH3:6][C:7]1[CH:12]=[C:11]([O:13][CH2:14][CH2:15][N:16]2[CH2:21][CH2:20][O:19][CH2:18][CH2:17]2)[C:10]([CH3:22])=[CH:9][C:8]=1[NH:23][C:24](=[O:28])[CH:25]=NO.C([O-])(O)=[O:30].[Na+]. (7) The reactants are: [C:1]([O:5][C:6]([CH2:8][CH2:9][C@H:10]([NH:33]C(OCC1C=CC=CC=1)=O)[C:11]([NH:13][C@@H:14]([CH2:22][CH2:23][C:24]([O:26][CH2:27][CH2:28][Si:29]([CH3:32])([CH3:31])[CH3:30])=[O:25])[C:15]([O:17][C:18]([CH3:21])([CH3:20])[CH3:19])=[O:16])=[O:12])=[O:7])([CH3:4])([CH3:3])[CH3:2]. Given the product [NH2:33][C@@H:10]([CH2:9][CH2:8][C:6]([O:5][C:1]([CH3:4])([CH3:3])[CH3:2])=[O:7])[C:11]([NH:13][C@@H:14]([CH2:22][CH2:23][C:24]([O:26][CH2:27][CH2:28][Si:29]([CH3:30])([CH3:32])[CH3:31])=[O:25])[C:15]([O:17][C:18]([CH3:21])([CH3:20])[CH3:19])=[O:16])=[O:12], predict the reactants needed to synthesize it. (8) Given the product [CH3:46][O:47][NH:48][C:25](=[O:26])[CH2:24][O:23][C:18]1[C:17]([O:16][C:15]2[CH:28]=[C:29]([N:33]3[C:38](=[O:39])[CH:37]=[C:36]([C:40]([F:41])([F:43])[F:42])[N:35]([CH3:44])[C:34]3=[O:45])[C:30]([F:32])=[CH:31][C:14]=2[Cl:13])=[CH:22][CH:21]=[CH:20][N:19]=1, predict the reactants needed to synthesize it. The reactants are: Cl.CN(C)CCCN=C=NCC.[Cl:13][C:14]1[CH:31]=[C:30]([F:32])[C:29]([N:33]2[C:38](=[O:39])[CH:37]=[C:36]([C:40]([F:43])([F:42])[F:41])[N:35]([CH3:44])[C:34]2=[O:45])=[CH:28][C:15]=1[O:16][C:17]1[C:18]([O:23][CH2:24][C:25](O)=[O:26])=[N:19][CH:20]=[CH:21][CH:22]=1.[CH3:46][O:47][NH2:48].C(N(CC)CC)C. (9) Given the product [CH2:7]([O:9][C:10]1([O:12][CH2:13][CH3:14])[CH2:11][CH:5]2[CH:4]1[CH2:3][CH2:2][C:1]2=[O:6])[CH3:8], predict the reactants needed to synthesize it. The reactants are: [C:1]1(=[O:6])[CH2:5][CH2:4][CH:3]=[CH:2]1.[CH2:7]([O:9][C:10]([O:12][CH2:13][CH3:14])=[CH2:11])[CH3:8]. (10) Given the product [Cl:1][C:2]1[CH:10]=[C:9]2[C:5]([C:6]([C:11]([C:13]3[C:14]([NH:36][CH2:35][C:34]4[CH:37]=[CH:38][C:39]([F:40])=[C:32]([F:31])[CH:33]=4)=[N:15][CH:16]=[CH:17][CH:18]=3)=[O:12])=[CH:7][NH:8]2)=[CH:4][CH:3]=1, predict the reactants needed to synthesize it. The reactants are: [Cl:1][C:2]1[CH:10]=[C:9]2[C:5]([C:6]([C:11]([C:13]3[C:14](NC4CCCC4)=[N:15][CH:16]=[CH:17][CH:18]=3)=[O:12])=[CH:7][NH:8]2)=[CH:4][CH:3]=1.C1(N)CCCC1.[F:31][C:32]1[CH:33]=[C:34]([CH:37]=[CH:38][C:39]=1[F:40])[CH2:35][NH2:36].